From a dataset of NCI-60 drug combinations with 297,098 pairs across 59 cell lines. Regression. Given two drug SMILES strings and cell line genomic features, predict the synergy score measuring deviation from expected non-interaction effect. (1) Drug 1: C1CN1C2=NC(=NC(=N2)N3CC3)N4CC4. Drug 2: N.N.Cl[Pt+2]Cl. Cell line: SW-620. Synergy scores: CSS=44.1, Synergy_ZIP=-4.01, Synergy_Bliss=-1.12, Synergy_Loewe=-12.7, Synergy_HSA=4.14. (2) Drug 2: CC(C)CN1C=NC2=C1C3=CC=CC=C3N=C2N. Drug 1: CC1=CC2C(CCC3(C2CCC3(C(=O)C)OC(=O)C)C)C4(C1=CC(=O)CC4)C. Cell line: HT29. Synergy scores: CSS=5.23, Synergy_ZIP=1.38, Synergy_Bliss=3.35, Synergy_Loewe=0.308, Synergy_HSA=0.693. (3) Drug 1: CC1=C(C=C(C=C1)NC(=O)C2=CC=C(C=C2)CN3CCN(CC3)C)NC4=NC=CC(=N4)C5=CN=CC=C5. Drug 2: C1CC(=O)NC(=O)C1N2C(=O)C3=CC=CC=C3C2=O. Cell line: UACC62. Synergy scores: CSS=0.867, Synergy_ZIP=-0.00147, Synergy_Bliss=1.53, Synergy_Loewe=-0.244, Synergy_HSA=0.463.